This data is from Reaction yield outcomes from USPTO patents with 853,638 reactions. The task is: Predict the reaction yield, written as a fraction of the theoretical maximum amount of product (1.0 means a 100% yield; for example, 0.34 means a 34% yield). (1) The reactants are [CH3:1][O:2][C:3]([C:5]1[CH:10]=[CH:9][CH:8]=[CH:7][C:6]=1[N:11]=[C:12]=[O:13])=[O:4].[C:14]([N:21]1[CH2:26][CH2:25][NH:24][CH2:23][CH2:22]1)([O:16][C:17]([CH3:20])([CH3:19])[CH3:18])=[O:15]. The catalyst is ClCCCl. The product is [C:14]([N:21]1[CH2:22][CH2:23][N:24]([C:12]([NH:11][C:6]2[CH:7]=[CH:8][CH:9]=[CH:10][C:5]=2[C:3]([O:2][CH3:1])=[O:4])=[O:13])[CH2:25][CH2:26]1)([O:16][C:17]([CH3:20])([CH3:19])[CH3:18])=[O:15]. The yield is 0.550. (2) The reactants are C[O:2][C:3]1[CH:8]=[CH:7][C:6]([CH2:9][CH2:10][CH2:11][CH2:12][NH2:13])=[CH:5][CH:4]=1.[BrH:14]. No catalyst specified. The product is [BrH:14].[OH:2][C:3]1[CH:4]=[CH:5][C:6]([CH2:9][CH2:10][CH2:11][CH2:12][NH2:13])=[CH:7][CH:8]=1. The yield is 0.900. (3) The reactants are [CH:1]([C:3]1[CH:4]=[C:5](B(O)O)[CH:6]=[CH:7][CH:8]=1)=[O:2].[C:12]1([O:19][CH3:20])[C:13](=[CH:15][CH:16]=[CH:17][CH:18]=1)[OH:14].N1C=CC=CC=1. The catalyst is ClCCl.CC([O-])=O.CC([O-])=O.[Cu+2]. The product is [CH3:20][O:19][C:12]1[CH:18]=[CH:17][CH:16]=[CH:15][C:13]=1[O:14][C:5]1[CH:4]=[C:3]([CH:8]=[CH:7][CH:6]=1)[CH:1]=[O:2]. The yield is 0.230. (4) The reactants are [C:1]([O:10]C)(=O)[C:2]1[C:3](=[CH:5][CH:6]=[CH:7][CH:8]=1)[SH:4].[C:12]([C:14]1[CH:19]=[CH:18][CH:17]=[C:16]([S:20][C:21]2[CH:26]=[CH:25][C:24]([CH3:27])=[CH:23][CH:22]=2)[N:15]=1)#[N:13].C(N(CC)CC)C. The catalyst is C1(C)C=CC=CC=1. The product is [CH3:27][C:24]1[CH:23]=[CH:22][C:21]([S:20][C:16]2[N:15]=[C:14]([C:12]3[S:4][C:3]4[CH:5]=[CH:6][CH:7]=[CH:8][C:2]=4[C:1](=[O:10])[N:13]=3)[CH:19]=[CH:18][CH:17]=2)=[CH:26][CH:25]=1. The yield is 0.130.